This data is from Full USPTO retrosynthesis dataset with 1.9M reactions from patents (1976-2016). The task is: Predict the reactants needed to synthesize the given product. (1) The reactants are: [F:1][C:2]1[CH:7]=[C:6]([S:8]([CH3:11])(=[O:10])=[O:9])[CH:5]=[C:4]([F:12])[C:3]=1[C:13]1[N:18]=[C:17]([C:19]([O-:21])=[O:20])[CH:16]=[CH:15][C:14]=1[F:22].[Li+].[OH-]. Given the product [F:1][C:2]1[CH:7]=[C:6]([S:8]([CH3:11])(=[O:9])=[O:10])[CH:5]=[C:4]([F:12])[C:3]=1[C:13]1[N:18]=[C:17]([C:19]([OH:21])=[O:20])[CH:16]=[CH:15][C:14]=1[F:22], predict the reactants needed to synthesize it. (2) Given the product [C:1]([O:14][CH2:15][CH2:20][CH2:19][N:17]([CH3:18])[CH3:16])(=[O:13])[CH2:2][CH2:3][CH2:4][CH2:5][CH2:6][CH2:7][CH2:8][CH2:9][CH2:10][CH2:11][CH3:12], predict the reactants needed to synthesize it. The reactants are: [C:1]([O:14][CH3:15])(=[O:13])[CH2:2][CH2:3][CH2:4][CH2:5][CH2:6][CH2:7][CH2:8][CH2:9][CH2:10][CH2:11][CH3:12].[CH3:16][N:17]([CH:19](O)[CH2:20]CC)[CH3:18].